From a dataset of Catalyst prediction with 721,799 reactions and 888 catalyst types from USPTO. Predict which catalyst facilitates the given reaction. Reactant: [Cl:1][C:2]1[N:7]=[C:6](Cl)[C:5]([N+:9]([O-:11])=[O:10])=[CH:4][N:3]=1.C(N(C(C)C)CC)(C)C.Cl.[Cl:22][C:23]1[CH:28]=[CH:27][C:26]([Cl:29])=[CH:25][C:24]=1[C@H:30]([NH2:32])[CH3:31]. Product: [Cl:1][C:2]1[N:7]=[C:6]([NH:32][C@@H:30]([C:24]2[CH:25]=[C:26]([Cl:29])[CH:27]=[CH:28][C:23]=2[Cl:22])[CH3:31])[C:5]([N+:9]([O-:11])=[O:10])=[CH:4][N:3]=1. The catalyst class is: 1.